Predict the product of the given reaction. From a dataset of Forward reaction prediction with 1.9M reactions from USPTO patents (1976-2016). (1) Given the reactants [CH:1]1([C:6]2[C:14]3[C:9](=[CH:10][CH:11]=[CH:12][CH:13]=3)[N:8]([S:15]([C:18]3[CH:26]=[CH:25][C:21]([C:22]([OH:24])=O)=[CH:20][CH:19]=3)(=[O:17])=[O:16])[CH:7]=2)[CH2:5][CH2:4][CH2:3][CH2:2]1.CN1CCOCC1.ClC1N=C(OC)N=C(OC)N=1.[NH2:45][CH:46]1[CH2:51][CH2:50][O:49][CH2:48][CH2:47]1.Cl, predict the reaction product. The product is: [CH:1]1([C:6]2[C:14]3[C:9](=[CH:10][CH:11]=[CH:12][CH:13]=3)[N:8]([S:15]([C:18]3[CH:26]=[CH:25][C:21]([C:22]([NH:45][CH:46]4[CH2:51][CH2:50][O:49][CH2:48][CH2:47]4)=[O:24])=[CH:20][CH:19]=3)(=[O:17])=[O:16])[CH:7]=2)[CH2:5][CH2:4][CH2:3][CH2:2]1. (2) Given the reactants C1(N)C(F)=C(F)C(F)=C(N)C=1F.Cl.Cl.[CH:15]([C:17]1[CH:18]=[C:19]2[C:23](=[CH:24][CH:25]=1)[NH:22][CH:21]=[CH:20]2)=O.C(N(C(C)C)CC)(C)C.[B-].[Na+].P([O-])(O)(O)=O.[K+].[N:43]1[C:51]2[CH:50]=[CH:49][N:48]=[CH:47][C:46]=2[NH:45][C:44]=1[C:52]1[C:64]2[C:63]3[C:58](=[CH:59][CH:60]=[CH:61][CH:62]=3)[CH:57]([NH2:65])[C:56]=2[CH:55]=[CH:54][CH:53]=1, predict the reaction product. The product is: [N:43]1[C:51]2[CH:50]=[CH:49][N:48]=[CH:47][C:46]=2[NH:45][C:44]=1[C:52]1[C:64]2[C:63]3[C:58](=[CH:59][CH:60]=[CH:61][CH:62]=3)[CH:57]([NH:65][CH2:15][C:17]3[CH:18]=[C:19]4[C:23](=[CH:24][CH:25]=3)[NH:22][CH:21]=[CH:20]4)[C:56]=2[CH:55]=[CH:54][CH:53]=1. (3) Given the reactants C[O:2][C:3](=[O:21])[CH2:4][CH2:5][CH2:6][CH2:7][C:8]1[CH:13]=[C:12]([NH:14][C:15]([O:17][CH2:18][CH3:19])=[O:16])[CH:11]=[C:10]([F:20])[CH:9]=1.[Li+].[OH-].Cl, predict the reaction product. The product is: [CH2:18]([O:17][C:15]([NH:14][C:12]1[CH:11]=[C:10]([F:20])[CH:9]=[C:8]([CH2:7][CH2:6][CH2:5][CH2:4][C:3]([OH:21])=[O:2])[CH:13]=1)=[O:16])[CH3:19]. (4) Given the reactants C([O:3][C:4]([C:6]1[S:10][C:9]([NH:11][C:12]2[N:16]=[C:15]([CH3:17])[S:14][N:13]=2)=[N:8][C:7]=1[C:18]1[C:19]([CH:32]([OH:35])[CH2:33][CH3:34])=[N:20][N:21]([CH2:23][C:24]2[CH:29]=[CH:28][C:27]([O:30][CH3:31])=[CH:26][CH:25]=2)[CH:22]=1)=O)C.CC(C[AlH]CC(C)C)C.CO.C([O-])([O-])=O.[K+].[K+], predict the reaction product. The product is: [CH3:31][O:30][C:27]1[CH:26]=[CH:25][C:24]([CH2:23][N:21]2[CH:22]=[C:18]([C:7]3[N:8]=[C:9]([NH:11][C:12]4[N:16]=[C:15]([CH3:17])[S:14][N:13]=4)[S:10][C:6]=3[CH2:4][OH:3])[C:19]([CH:32]([OH:35])[CH2:33][CH3:34])=[N:20]2)=[CH:29][CH:28]=1. (5) Given the reactants [Br:1][C:2]1[C:9]2[S:8][CH:7]=[N:6][C:5]=2[NH:4][C:3]=1[CH3:10].CS(O[CH:16]([CH3:20])[CH2:17][O:18][CH3:19])(=O)=O.C(=O)([O-])[O-].[K+].[K+], predict the reaction product. The product is: [Br:1][C:2]1[C:9]2[S:8][CH:7]=[N:6][C:5]=2[N:4]([CH:16]([CH3:20])[CH2:17][O:18][CH3:19])[C:3]=1[CH3:10]. (6) Given the reactants [Br:1][C:2]1[C:15]2[S:14][C:13]3[C:8](=[CH:9][C:10](I)=[CH:11][CH:12]=3)[S:7][C:6]=2[CH:5]=[CH:4][CH:3]=1.[NH2:17][C@@H:18]1[CH2:23][CH2:22][CH2:21][CH2:20][C@H:19]1[NH:24][C:25](=[O:31])[O:26][C:27]([CH3:30])([CH3:29])[CH3:28].C(=O)([O-])[O-].[Cs+].[Cs+].C(C1CCCCC1=O)(=O)C(C)C.[Cl-].[Na+], predict the reaction product. The product is: [Br:1][C:2]1[CH:3]=[CH:4][CH:5]=[C:6]2[C:15]=1[S:14][C:13]1[CH:12]=[CH:11][C:10]([NH:17][C@@H:18]3[CH2:23][CH2:22][CH2:21][CH2:20][C@H:19]3[NH:24][C:25](=[O:31])[O:26][C:27]([CH3:29])([CH3:28])[CH3:30])=[CH:9][C:8]=1[S:7]2. (7) Given the reactants [Cl:1][C:2]1[C:3]([C:9]2[CH:14]=[CH:13][C:12]([F:15])=[C:11]([NH:16][CH2:17][CH:18]3[CH2:23][O:22][CH2:21][C:20]([CH3:25])([CH3:24])[O:19]3)[N:10]=2)=[CH:4][C:5](F)=[N:6][CH:7]=1.[OH-].[NH4+:27], predict the reaction product. The product is: [Cl:1][C:2]1[C:3]([C:9]2[CH:14]=[CH:13][C:12]([F:15])=[C:11]([NH:16][CH2:17][CH:18]3[CH2:23][O:22][CH2:21][C:20]([CH3:25])([CH3:24])[O:19]3)[N:10]=2)=[CH:4][C:5]([NH2:27])=[N:6][CH:7]=1. (8) The product is: [F:17][C:18]1[CH:23]=[C:22]([CH:1]([OH:2])[C:3]2[CH:4]=[N:5][CH:6]=[CH:7][C:8]=2[C:9]2[CH:10]=[C:11]([CH:14]=[CH:15][CH:16]=2)[C:12]#[N:13])[CH:21]=[CH:20][CH:19]=1. Given the reactants [CH:1]([C:3]1[CH:4]=[N:5][CH:6]=[CH:7][C:8]=1[C:9]1[CH:10]=[C:11]([CH:14]=[CH:15][CH:16]=1)[C:12]#[N:13])=[O:2].[F:17][C:18]1[CH:19]=[C:20]([Mg]Br)[CH:21]=[CH:22][CH:23]=1, predict the reaction product.